From a dataset of Forward reaction prediction with 1.9M reactions from USPTO patents (1976-2016). Predict the product of the given reaction. (1) Given the reactants C(OC([NH:8][C@@H:9]1[CH2:17][C:16]2[C:11](=[CH:12][CH:13]=[CH:14][CH:15]=2)[C@H:10]1[CH2:18][C:19]([O:21][CH3:22])=[O:20])=O)(C)(C)C.[ClH:23], predict the reaction product. The product is: [ClH:23].[NH2:8][C@@H:9]1[CH2:17][C:16]2[C:11](=[CH:12][CH:13]=[CH:14][CH:15]=2)[C@H:10]1[CH2:18][C:19]([O:21][CH3:22])=[O:20]. (2) Given the reactants [N:1]1[N:2]([C:6]2[CH:34]=[CH:33][CH:32]=[CH:31][C:7]=2[C:8]([N:10]2[C@H:15]([CH3:16])[CH2:14][CH2:13][C@@H:12]([C:17]3[O:18][C:19]([C:25]4[CH:30]=[CH:29][CH:28]=[CH:27][CH:26]=4)=[C:20]([C:22](O)=[O:23])[N:21]=3)[CH2:11]2)=[O:9])[N:3]=[CH:4][CH:5]=1.C[N:36](C(ON1N=NC2C=CC=NC1=2)=[N+](C)C)C.F[P-](F)(F)(F)(F)F.CCN(C(C)C)C(C)C.[NH4+].[Cl-], predict the reaction product. The product is: [N:3]1[N:2]([C:6]2[CH:34]=[CH:33][CH:32]=[CH:31][C:7]=2[C:8]([N:10]2[C@H:15]([CH3:16])[CH2:14][CH2:13][C@@H:12]([C:17]3[O:18][C:19]([C:25]4[CH:26]=[CH:27][CH:28]=[CH:29][CH:30]=4)=[C:20]([C:22]([NH2:36])=[O:23])[N:21]=3)[CH2:11]2)=[O:9])[N:1]=[CH:5][CH:4]=1.